From a dataset of Forward reaction prediction with 1.9M reactions from USPTO patents (1976-2016). Predict the product of the given reaction. (1) Given the reactants S=[C:2]1[CH:8]([NH:9][C:10](=[O:19])[O:11][CH2:12][C:13]2[CH:18]=[CH:17][CH:16]=[CH:15][CH:14]=2)[CH2:7][CH2:6][C:5]2[CH:20]=[CH:21][CH:22]=[CH:23][C:4]=2[NH:3]1.[CH3:24][O:25][CH:26]([O:29][CH3:30])[CH2:27][NH2:28], predict the reaction product. The product is: [CH3:24][O:25][CH:26]([O:29][CH3:30])[CH2:27][NH:28][C:2]1[CH:8]([NH:9][C:10](=[O:19])[O:11][CH2:12][C:13]2[CH:18]=[CH:17][CH:16]=[CH:15][CH:14]=2)[CH2:7][CH2:6][C:5]2[CH:20]=[CH:21][CH:22]=[CH:23][C:4]=2[N:3]=1. (2) Given the reactants Br[C:2]1[CH:27]=[CH:26][C:5]([CH2:6][N:7]2[C:15]3[C:10](=[N:11][CH:12]=[CH:13][CH:14]=3)[C:9]([C:16]([NH:18][C@H:19]3[CH2:24][CH2:23][CH2:22][CH2:21][C@@H:20]3[OH:25])=[O:17])=[CH:8]2)=[CH:4][CH:3]=1.[CH3:28][N:29]1[CH:33]=[CH:32][N:31]=[C:30]1[Sn](CCCC)(CCCC)CCCC, predict the reaction product. The product is: [OH:25][C@H:20]1[CH2:21][CH2:22][CH2:23][CH2:24][C@@H:19]1[NH:18][C:16]([C:9]1[C:10]2=[N:11][CH:12]=[CH:13][CH:14]=[C:15]2[N:7]([CH2:6][C:5]2[CH:26]=[CH:27][C:2]([C:30]3[N:29]([CH3:28])[CH:33]=[CH:32][N:31]=3)=[CH:3][CH:4]=2)[CH:8]=1)=[O:17]. (3) Given the reactants [Cl-].O[NH3+:3].[C:4](=[O:7])([O-])[OH:5].[Na+].CS(C)=O.[C:13]([C:16]1[CH:56]=[CH:55][C:19]([O:20][C@@H:21]2[CH2:26][CH2:25][C@H:24]([N:27]3[C:32](=[O:33])[C:31]([CH2:34][C:35]4[CH:40]=[CH:39][C:38]([C:41]5[C:42]([C:47]#[N:48])=[CH:43][CH:44]=[CH:45][CH:46]=5)=[CH:37][CH:36]=4)=[C:30]([CH2:49][CH2:50][CH3:51])[N:29]4[N:52]=[CH:53][N:54]=[C:28]34)[CH2:23][CH2:22]2)=[CH:18][CH:17]=1)(=[O:15])[CH3:14], predict the reaction product. The product is: [C:13]([C:16]1[CH:17]=[CH:18][C:19]([O:20][C@@H:21]2[CH2:26][CH2:25][C@H:24]([N:27]3[C:32](=[O:33])[C:31]([CH2:34][C:35]4[CH:40]=[CH:39][C:38]([C:41]5[CH:46]=[CH:45][CH:44]=[CH:43][C:42]=5[C:47]5[NH:3][C:4](=[O:7])[O:5][N:48]=5)=[CH:37][CH:36]=4)=[C:30]([CH2:49][CH2:50][CH3:51])[N:29]4[N:52]=[CH:53][N:54]=[C:28]34)[CH2:23][CH2:22]2)=[CH:55][CH:56]=1)(=[O:15])[CH3:14]. (4) Given the reactants [Cl:1][C:2]1[CH:7]=[CH:6][C:5]([S:8]([CH:11]([C:20]2[CH:25]=[C:24]([F:26])[CH:23]=[CH:22][C:21]=2[F:27])[CH:12]([CH3:19])[CH2:13][CH2:14][CH2:15][S:16]([CH3:18])=[O:17])(=[O:10])=[O:9])=[CH:4][CH:3]=1.ClC1C=CC=C(C(OO)=[O:36])C=1.C(OCC)C.C(Cl)Cl, predict the reaction product. The product is: [Cl:1][C:2]1[CH:7]=[CH:6][C:5]([S:8]([CH:11]([C:20]2[CH:25]=[C:24]([F:26])[CH:23]=[CH:22][C:21]=2[F:27])[CH:12]([CH3:19])[CH2:13][CH2:14][CH2:15][S:16]([CH3:18])(=[O:36])=[O:17])(=[O:10])=[O:9])=[CH:4][CH:3]=1. (5) Given the reactants [Br:1][C:2]1[C:3](Cl)=[N:4][C:5]([CH3:8])=[CH:6][CH:7]=1.[NH:10]1[CH2:15][CH2:14][NH:13][CH2:12][CH2:11]1.C(N(CC)CC)C, predict the reaction product. The product is: [Br:1][C:2]1[C:3]([N:10]2[CH2:15][CH2:14][NH:13][CH2:12][CH2:11]2)=[N:4][C:5]([CH3:8])=[CH:6][CH:7]=1. (6) The product is: [F:20][C:21]1[CH:26]=[CH:25][CH:24]=[CH:23][C:22]=1[C:2]1[C:11]2[C:6](=[CH:7][C:8]([O:12][CH3:13])=[CH:9][CH:10]=2)[CH:5]=[C:4]([NH:14][C:15]2[CH:19]=[CH:18][NH:17][N:16]=2)[N:3]=1. Given the reactants Cl[C:2]1[C:11]2[C:6](=[CH:7][C:8]([O:12][CH3:13])=[CH:9][CH:10]=2)[CH:5]=[C:4]([NH:14][C:15]2[CH:19]=[CH:18][NH:17][N:16]=2)[N:3]=1.[F:20][C:21]1[CH:26]=[CH:25][CH:24]=[CH:23][C:22]=1B(O)O, predict the reaction product. (7) Given the reactants [F:1][C:2]1[CH:3]=[C:4]2[C:9](=[CH:10][CH:11]=1)[CH:8]=[N:7][C:6]([NH:12][C:13](=[O:43])[O:14][CH2:15][C@@H:16]([N:29]([CH3:42])[C:30]([NH:32][CH2:33][C:34]1[CH:39]=[CH:38][CH:37]=[C:36]([F:40])[C:35]=1[Cl:41])=[O:31])[CH2:17][NH:18]C(OCC1C=CC=CC=1)=O)=[CH:5]2.[Si](I)(C)(C)C.[NH:49]([C:54]([O:56][C:57]([CH3:60])([CH3:59])[CH3:58])=[O:55])[CH2:50][C:51](O)=[O:52].CN(C(ON1N=NC2C=CC=CC1=2)=[N+](C)C)C.F[P-](F)(F)(F)(F)F, predict the reaction product. The product is: [F:1][C:2]1[CH:3]=[C:4]2[C:9](=[CH:10][CH:11]=1)[CH:8]=[N:7][C:6]([NH:12][C:13](=[O:43])[O:14][CH2:15][C@@H:16]([N:29]([CH3:42])[C:30]([NH:32][CH2:33][C:34]1[CH:39]=[CH:38][CH:37]=[C:36]([F:40])[C:35]=1[Cl:41])=[O:31])[CH2:17][NH:18][C:51](=[O:52])[CH2:50][NH:49][C:54]([O:56][C:57]([CH3:59])([CH3:58])[CH3:60])=[O:55])=[CH:5]2. (8) The product is: [Br:1][C:2]1[CH:3]=[CH:4][C:5]([C:8]2[N:9]=[C:10]([N:13]3[C:19](=[O:20])[O:18][CH2:17][C:14]43[CH2:15][CH2:16]4)[S:11][CH:12]=2)=[CH:6][CH:7]=1. Given the reactants [Br:1][C:2]1[CH:7]=[CH:6][C:5]([C:8]2[N:9]=[C:10]([NH:13][C:14]3([CH2:17][OH:18])[CH2:16][CH2:15]3)[S:11][CH:12]=2)=[CH:4][CH:3]=1.[C:19](N1C=CN=C1)(N1C=CN=C1)=[O:20], predict the reaction product. (9) Given the reactants [OH:1][C:2]([CH3:35])([CH3:34])[CH2:3][C@@:4]1([C:28]2[CH:33]=[CH:32][CH:31]=[CH:30][CH:29]=2)[O:9][C:8](=[O:10])[N:7]([C@H:11]([C:13]2[CH:18]=[CH:17][C:16](B3OC(C)(C)C(C)(C)O3)=[CH:15][CH:14]=2)[CH3:12])[CH2:6][CH2:5]1.Br[C:37]1[CH:38]=[CH:39][C:40](=[O:46])[N:41]([CH:43]2[CH2:45][CH2:44]2)[CH:42]=1.C([O-])([O-])=O.[Cs+].[Cs+].C(Cl)Cl, predict the reaction product. The product is: [CH:43]1([N:41]2[C:40](=[O:46])[CH:39]=[CH:38][C:37]([C:16]3[CH:15]=[CH:14][C:13]([C@@H:11]([N:7]4[CH2:6][CH2:5][C@:4]([CH2:3][C:2]([OH:1])([CH3:34])[CH3:35])([C:28]5[CH:33]=[CH:32][CH:31]=[CH:30][CH:29]=5)[O:9][C:8]4=[O:10])[CH3:12])=[CH:18][CH:17]=3)=[CH:42]2)[CH2:45][CH2:44]1. (10) Given the reactants [F:1][C:2]1[CH:7]=[C:6]([F:8])[CH:5]=[CH:4][C:3]=1[C:9](=[N:23][N:24]1[CH2:28][CH2:27][CH2:26][C:25]1=O)[CH2:10][C:11]1[CH:12]=[CH:13][C:14]2[N:15]([C:17]([CH:20]([CH3:22])[CH3:21])=[N:18][N:19]=2)[N:16]=1.[O-]CC.[Na+].Cl, predict the reaction product. The product is: [F:1][C:2]1[CH:7]=[C:6]([F:8])[CH:5]=[CH:4][C:3]=1[C:9]1[C:10]([C:11]2[CH:12]=[CH:13][C:14]3[N:15]([C:17]([CH:20]([CH3:22])[CH3:21])=[N:18][N:19]=3)[N:16]=2)=[C:25]2[CH2:26][CH2:27][CH2:28][N:24]2[N:23]=1.